This data is from Reaction yield outcomes from USPTO patents with 853,638 reactions. The task is: Predict the reaction yield, written as a fraction of the theoretical maximum amount of product (1.0 means a 100% yield; for example, 0.34 means a 34% yield). (1) The reactants are Cl([O-])=O.[Na+].O.P([O-])(O)(O)=O.[Na+].[OH:12][C:13]1[C:20]([C:21]([F:24])([F:23])[F:22])=[CH:19][CH:18]=[C:17]([CH3:25])[C:14]=1[CH:15]=[O:16].CC(=CC)C.S([O-])([O-])(=[O:33])=S.[Na+].[Na+].Cl. The catalyst is O.C(O)(C)(C)C.O1CCOCC1. The product is [OH:12][C:13]1[C:20]([C:21]([F:22])([F:23])[F:24])=[CH:19][CH:18]=[C:17]([CH3:25])[C:14]=1[C:15]([OH:33])=[O:16]. The yield is 0.840. (2) The product is [CH3:1][O:2][C:3](=[O:21])[CH2:4][C:5]1[C:14]([C:34]#[C:33][Si:30]([CH3:32])([CH3:31])[CH3:29])=[C:13]([O:16][C:17](=[O:19])[CH3:18])[C:12]2[C:7](=[CH:8][CH:9]=[C:10]([F:20])[CH:11]=2)[CH:6]=1. The reactants are [CH3:1][O:2][C:3](=[O:21])[CH2:4][C:5]1[C:14](I)=[C:13]([O:16][C:17](=[O:19])[CH3:18])[C:12]2[C:7](=[CH:8][CH:9]=[C:10]([F:20])[CH:11]=2)[CH:6]=1.C(N(CC)CC)C.[CH3:29][Si:30]([C:33]#[CH:34])([CH3:32])[CH3:31]. The catalyst is CN(C)C=O.C(OCC)(=O)C.Cl[Pd](Cl)([P](C1C=CC=CC=1)(C1C=CC=CC=1)C1C=CC=CC=1)[P](C1C=CC=CC=1)(C1C=CC=CC=1)C1C=CC=CC=1.[Cu](I)I. The yield is 0.750. (3) The reactants are Br[C:2]1[C:12]2[O:11][CH2:10][CH2:9][N:8]([C:13]([O:15][C:16]([CH3:19])([CH3:18])[CH3:17])=[O:14])[CH2:7][C:6]=2[C:5]([F:20])=[CH:4][CH:3]=1.[CH:21]1(B(O)O)[CH2:23][CH2:22]1.C(=O)([O-])[O-].[Na+].[Na+].O. The catalyst is C(COC)OC.C1C=CC([P]([Pd]([P](C2C=CC=CC=2)(C2C=CC=CC=2)C2C=CC=CC=2)([P](C2C=CC=CC=2)(C2C=CC=CC=2)C2C=CC=CC=2)[P](C2C=CC=CC=2)(C2C=CC=CC=2)C2C=CC=CC=2)(C2C=CC=CC=2)C2C=CC=CC=2)=CC=1. The product is [CH:21]1([C:2]2[C:12]3[O:11][CH2:10][CH2:9][N:8]([C:13]([O:15][C:16]([CH3:19])([CH3:18])[CH3:17])=[O:14])[CH2:7][C:6]=3[C:5]([F:20])=[CH:4][CH:3]=2)[CH2:23][CH2:22]1. The yield is 0.757.